From a dataset of Forward reaction prediction with 1.9M reactions from USPTO patents (1976-2016). Predict the product of the given reaction. (1) Given the reactants C1(N(CCO)C(C2C(OCC3C=CC=CC=3)=C(O)N=C(CC3(C4C=CC=CC=4)CCCC3)N=2)=O)CC1.[Si]([O:44][CH2:45][CH2:46][N:47]([CH2:77][CH:78]1[CH2:80][CH2:79]1)[C:48]([C:50]1[C:55]([O:56][CH2:57][C:58]2[CH:63]=[CH:62][CH:61]=[CH:60][CH:59]=2)=[C:54]([OH:64])[N:53]=[C:52]([CH2:65][C:66]2([C:71]3[CH:76]=[CH:75][CH:74]=[CH:73][CH:72]=3)[CH2:70][CH2:69][CH2:68][CH2:67]2)[N:51]=1)=[O:49])(C(C)(C)C)(C)C.C(OC1C(C(O)=O)=NC(CC2(C3C=CC=CC=3)CCCC2)=NC=1O)C1C=CC=CC=1, predict the reaction product. The product is: [CH:78]1([CH2:77][N:47]([CH2:46][CH2:45][OH:44])[C:48]([C:50]2[C:55]([O:56][CH2:57][C:58]3[CH:59]=[CH:60][CH:61]=[CH:62][CH:63]=3)=[C:54]([OH:64])[N:53]=[C:52]([CH2:65][C:66]3([C:71]4[CH:72]=[CH:73][CH:74]=[CH:75][CH:76]=4)[CH2:70][CH2:69][CH2:68][CH2:67]3)[N:51]=2)=[O:49])[CH2:80][CH2:79]1. (2) Given the reactants Br[C:2]1[CH:35]=[CH:34][C:5]([CH2:6][N:7]2[C:11]3[CH:12]=[C:13]([O:16][CH2:17][C:18]4[CH:23]=[CH:22][C:21]([CH3:24])=[CH:20][N:19]=4)[CH:14]=[CH:15][C:10]=3[N:9]=[C:8]2[C@H:25]2[CH2:30][CH2:29][CH2:28][CH2:27][C@H:26]2[C:31]([OH:33])=[O:32])=[CH:4][CH:3]=1.Cl.[F:37][C:38]1([F:42])[CH2:41][NH:40][CH2:39]1.[Li+].C[Si]([N-][Si](C)(C)C)(C)C, predict the reaction product. The product is: [F:37][C:38]1([F:42])[CH2:41][N:40]([C:2]2[CH:35]=[CH:34][C:5]([CH2:6][N:7]3[C:11]4[CH:12]=[C:13]([O:16][CH2:17][C:18]5[CH:23]=[CH:22][C:21]([CH3:24])=[CH:20][N:19]=5)[CH:14]=[CH:15][C:10]=4[N:9]=[C:8]3[C@@H:25]3[CH2:30][CH2:29][CH2:28][CH2:27][C@@H:26]3[C:31]([OH:33])=[O:32])=[CH:4][CH:3]=2)[CH2:39]1.